This data is from Forward reaction prediction with 1.9M reactions from USPTO patents (1976-2016). The task is: Predict the product of the given reaction. (1) Given the reactants [OH-].[Na+].Cl.[CH2:4]1[C:13]2[C:8](=[CH:9][CH:10]=[CH:11][CH:12]=2)[CH2:7][CH:6]([C:14]([OH:16])=[O:15])[NH:5]1.[C:17](Cl)(=[O:19])[CH3:18], predict the reaction product. The product is: [C:17]([N:5]1[CH:6]([C:14]([OH:16])=[O:15])[CH2:7][C:8]2[C:13](=[CH:12][CH:11]=[CH:10][CH:9]=2)[CH2:4]1)(=[O:19])[CH3:18]. (2) Given the reactants [CH3:1][O:2][C:3](=[O:22])[C@H:4]([OH:21])[CH2:5][NH:6][C:7]1[CH:8]=[C:9]2[C:13](=[CH:14][CH:15]=1)[N:12]([CH:16]([CH3:19])[CH2:17][F:18])[C:11](=[O:20])[CH2:10]2.[C:23](OCC)(=[O:25])C, predict the reaction product. The product is: [CH3:1][O:2][C:3]([C@@H:4]1[O:21][C:23](=[O:25])[N:6]([C:7]2[CH:8]=[C:9]3[C:13](=[CH:14][CH:15]=2)[N:12]([CH:16]([CH3:19])[CH2:17][F:18])[C:11](=[O:20])[CH2:10]3)[CH2:5]1)=[O:22]. (3) The product is: [Cl:1][C:2]1[CH:3]=[C:4]([C@@H:8]([OH:21])[CH2:9][N:10]([C@H:11]([CH3:20])[CH2:12][C:13]2[CH:14]=[CH:15][C:16]([I:19])=[CH:17][CH:18]=2)[C:22](=[O:23])[O:24][C:25]([CH3:28])([CH3:27])[CH3:26])[CH:5]=[CH:6][CH:7]=1. Given the reactants [Cl:1][C:2]1[CH:3]=[C:4]([C@@H:8]([OH:21])[CH2:9][NH:10][C@H:11]([CH3:20])[CH2:12][C:13]2[CH:18]=[CH:17][C:16]([I:19])=[CH:15][CH:14]=2)[CH:5]=[CH:6][CH:7]=1.[C:22](O[C:22]([O:24][C:25]([CH3:28])([CH3:27])[CH3:26])=[O:23])([O:24][C:25]([CH3:28])([CH3:27])[CH3:26])=[O:23].[OH-].[Na+], predict the reaction product. (4) Given the reactants C[O:2][C:3](=[O:42])[C:4]1[CH:9]=[CH:8][CH:7]=[CH:6][C:5]=1[O:10][C:11]1[CH:16]=[CH:15][CH:14]=[C:13]([O:17][CH2:18][CH2:19][CH2:20][O:21][C:22]2[CH:27]=[C:26]([O:28]CC3C=CC=CC=3)[C:25](Br)=[CH:24][C:23]=2[CH2:37][CH3:38])[C:12]=1[CH2:39][CH2:40][CH3:41].[O:43]1[CH:47]=[CH:46][C:45](B(O)O)=[CH:44]1.C(=O)([O-])[O-].[Na+:55].[Na+], predict the reaction product. The product is: [OH2:2].[Na+:55].[CH2:37]([C:23]1[CH:24]=[C:25]([CH:45]2[CH2:46][CH2:47][O:43][CH2:44]2)[C:26]([OH:28])=[CH:27][C:22]=1[O:21][CH2:20][CH2:19][CH2:18][O:17][C:13]1[C:12]([CH2:39][CH2:40][CH3:41])=[C:11]([CH:16]=[CH:15][CH:14]=1)[O:10][C:5]1[CH:6]=[CH:7][CH:8]=[CH:9][C:4]=1[C:3]([O-:42])=[O:2])[CH3:38].[CH2:37]([C:23]1[CH:24]=[C:25]([CH:45]2[CH2:46][CH2:47][O:43][CH2:44]2)[C:26]([OH:28])=[CH:27][C:22]=1[O:21][CH2:20][CH2:19][CH2:18][O:17][C:13]1[C:12]([CH2:39][CH2:40][CH3:41])=[C:11]([CH:16]=[CH:15][CH:14]=1)[O:10][C:5]1[CH:6]=[CH:7][CH:8]=[CH:9][C:4]=1[C:3]([O-:42])=[O:2])[CH3:38].[Na+:55]. (5) The product is: [F:28][C:26]([F:29])([F:27])[C:25]([C:18]1[C:17]2[C:21](=[CH:22][CH:23]=[C:15]([C:4]3[C:3]([N:2]([CH:31]([CH3:33])[CH3:32])[CH3:1])=[N:12][C:11]4[C:6](=[CH:7][CH:8]=[C:9]([C:13]5[NH:36][N:35]=[N:34][N:14]=5)[CH:10]=4)[N:5]=3)[CH:16]=2)[NH:20][C:19]=1[CH3:24])=[O:30]. Given the reactants [CH3:1][N:2]([CH:31]([CH3:33])[CH3:32])[C:3]1[C:4]([C:15]2[CH:16]=[C:17]3[C:21](=[CH:22][CH:23]=2)[NH:20][C:19]([CH3:24])=[C:18]3[C:25](=[O:30])[C:26]([F:29])([F:28])[F:27])=[N:5][C:6]2[C:11]([N:12]=1)=[CH:10][C:9]([C:13]#[N:14])=[CH:8][CH:7]=2.[N-:34]=[N+:35]=[N-:36].[Na+].Cl, predict the reaction product.